Dataset: Forward reaction prediction with 1.9M reactions from USPTO patents (1976-2016). Task: Predict the product of the given reaction. (1) Given the reactants [F:1][C:2]1[CH:3]=[C:4]([C:8]2([NH:14][C:15]3[N:20]=[CH:19][C:18]([C:21](OCC)=[O:22])=[CH:17][N:16]=3)[CH2:13][CH2:12][CH2:11][CH2:10][CH2:9]2)[CH:5]=[CH:6][CH:7]=1.[NH2:26][OH:27].[OH-].[Na+], predict the reaction product. The product is: [F:1][C:2]1[CH:3]=[C:4]([C:8]2([NH:14][C:15]3[N:16]=[CH:17][C:18]([C:21]([NH:26][OH:27])=[O:22])=[CH:19][N:20]=3)[CH2:9][CH2:10][CH2:11][CH2:12][CH2:13]2)[CH:5]=[CH:6][CH:7]=1. (2) Given the reactants Br[C:2]1[CH:14]=[CH:13][C:5]([C:6]([O:8][C:9]([CH3:12])([CH3:11])[CH3:10])=[O:7])=[C:4]([CH3:15])[CH:3]=1.[CH:16](B1OC(C)(C)C(C)(C)O1)=[CH:17][C:18]1[CH:23]=[CH:22][CH:21]=[CH:20][CH:19]=1.C(=O)([O-])[O-].[Na+].[Na+], predict the reaction product. The product is: [CH3:15][C:4]1[CH:3]=[C:2]([C:17]([C:18]2[CH:23]=[CH:22][CH:21]=[CH:20][CH:19]=2)=[CH2:16])[CH:14]=[CH:13][C:5]=1[C:6]([O:8][C:9]([CH3:12])([CH3:11])[CH3:10])=[O:7]. (3) The product is: [C:20]([C:19]1[CH:18]=[C:17]([CH:30]=[CH:29][CH:28]=1)[O:16][CH2:2][C:3]1[CH:8]=[CH:7][C:6]([C:9]2([C:12]([O:14][CH3:15])=[O:13])[CH2:11][CH2:10]2)=[CH:5][CH:4]=1)(=[O:21])[C:22]1[CH:23]=[CH:24][CH:25]=[CH:26][CH:27]=1. Given the reactants Br[CH2:2][C:3]1[CH:8]=[CH:7][C:6]([C:9]2([C:12]([O:14][CH3:15])=[O:13])[CH2:11][CH2:10]2)=[CH:5][CH:4]=1.[OH:16][C:17]1[CH:18]=[C:19]([CH:28]=[CH:29][CH:30]=1)[C:20]([C:22]1[CH:27]=[CH:26][CH:25]=[CH:24][CH:23]=1)=[O:21].C(=O)([O-])[O-].[K+].[K+], predict the reaction product. (4) Given the reactants [CH3:1][C:2]1[CH:3]=[C:4]([CH:24]=[CH:25][C:26]=1[CH3:27])[CH2:5][N:6]1[CH2:10][CH:9]([CH2:11][CH2:12][OH:13])[N:8]([CH2:14][C:15]2[CH:20]=[CH:19][C:18]([O:21][CH3:22])=[CH:17][CH:16]=2)[C:7]1=[O:23].N1C=CC=CC=1.[C:34]1([CH3:54])[CH:39]=[CH:38][C:37]([S:40](O[S:40]([C:37]2[CH:38]=[CH:39][C:34]([CH3:54])=[CH:35][CH:36]=2)(=[O:42])=[O:41])(=[O:42])=[O:41])=[CH:36][CH:35]=1.N#N, predict the reaction product. The product is: [CH3:1][C:2]1[CH:3]=[C:4]([CH:24]=[CH:25][C:26]=1[CH3:27])[CH2:5][N:6]1[CH2:10][CH:9]([CH2:11][CH2:12][O:13][S:40]([C:37]2[CH:38]=[CH:39][C:34]([CH3:54])=[CH:35][CH:36]=2)(=[O:42])=[O:41])[N:8]([CH2:14][C:15]2[CH:20]=[CH:19][C:18]([O:21][CH3:22])=[CH:17][CH:16]=2)[C:7]1=[O:23]. (5) Given the reactants [CH:1]([C:4]1[N:8]=[C:7]([C:9]2[C:10]3[CH2:18][CH2:17][CH2:16][CH2:15][C:11]=3[S:12][C:13]=2[NH2:14])[O:6][N:5]=1)([CH3:3])[CH3:2].[C:19]12[C:27](=[O:28])[O:26][C:24](=[O:25])[C:20]=1[CH2:21][CH2:22][CH2:23]2, predict the reaction product. The product is: [CH:1]([C:4]1[N:8]=[C:7]([C:9]2[C:10]3[CH2:18][CH2:17][CH2:16][CH2:15][C:11]=3[S:12][C:13]=2[NH:14][C:27]([C:19]2[CH2:23][CH2:22][CH2:21][C:20]=2[C:24]([OH:26])=[O:25])=[O:28])[O:6][N:5]=1)([CH3:3])[CH3:2]. (6) Given the reactants [F:1][C:2]1([F:44])[CH2:7][C@H:6]([O:8][C:9]2[CH:14]=[C:13]([F:15])[C:12]([S:16]([N:19](CC3C=CC(OC)=CC=3OC)[C:20]3[CH:25]=[CH:24][N:23]=[CH:22][N:21]=3)(=[O:18])=[O:17])=[C:11]([F:37])[CH:10]=2)[C@@H:5]([C:38]2[N:42]([CH3:43])[N:41]=[CH:40][CH:39]=2)[CH2:4][CH2:3]1.C([SiH](CC)CC)C.FC(F)(F)C(O)=O, predict the reaction product. The product is: [F:44][C:2]1([F:1])[CH2:7][C@H:6]([O:8][C:9]2[CH:14]=[C:13]([F:15])[C:12]([S:16]([NH:19][C:20]3[CH:25]=[CH:24][N:23]=[CH:22][N:21]=3)(=[O:17])=[O:18])=[C:11]([F:37])[CH:10]=2)[C@@H:5]([C:38]2[N:42]([CH3:43])[N:41]=[CH:40][CH:39]=2)[CH2:4][CH2:3]1. (7) Given the reactants [CH3:1][O:2][C:3]1[CH:8]=[CH:7][CH:6]=[C:5]([NH2:9])[CH:4]=1.B(Cl)(Cl)Cl.[C:14](Cl)([CH3:16])=[O:15].[Al+3].[Cl-].[Cl-].[Cl-].[OH-].[Na+], predict the reaction product. The product is: [NH2:9][C:5]1[CH:4]=[C:3]([O:2][CH3:1])[CH:8]=[CH:7][C:6]=1[C:14]([C:16]1[CH:7]=[CH:8][CH:3]=[CH:4][CH:5]=1)=[O:15]. (8) Given the reactants [N:1]12[CH2:10][CH:5]3[CH2:6][CH:7]([CH2:9][CH:3]([C@@H:4]3[NH2:11])[CH2:2]1)[CH2:8]2.[F:12][C:13]1[CH:21]=[CH:20][C:16]([C:17](O)=[O:18])=[CH:15][CH:14]=1.N, predict the reaction product. The product is: [N:1]12[CH2:10][CH:5]3[CH2:6][CH:7]([CH2:9][CH:3]([C@@H:4]3[NH:11][C:17](=[O:18])[C:16]3[CH:20]=[CH:21][C:13]([F:12])=[CH:14][CH:15]=3)[CH2:2]1)[CH2:8]2.